From a dataset of Forward reaction prediction with 1.9M reactions from USPTO patents (1976-2016). Predict the product of the given reaction. (1) Given the reactants [CH3:1][C:2]1[C:6]([CH2:7][OH:8])=[CH:5][N:4]([C:9]2[CH:14]=[CH:13][C:12]([C:15]([F:18])([F:17])[F:16])=[CH:11][N:10]=2)[N:3]=1.O[C:20]1[CH:24]=[C:23]([C:25]([O:27][CH3:28])=[O:26])[N:22]([CH3:29])[N:21]=1.C1(P(C2C=CC=CC=2)C2C=CC=CC=2)C=CC=CC=1.N(C(OCC)=O)=NC(OCC)=O, predict the reaction product. The product is: [CH3:29][N:22]1[C:23]([C:25]([O:27][CH3:28])=[O:26])=[CH:24][C:20]([O:8][CH2:7][C:6]2[C:2]([CH3:1])=[N:3][N:4]([C:9]3[CH:14]=[CH:13][C:12]([C:15]([F:18])([F:16])[F:17])=[CH:11][N:10]=3)[CH:5]=2)=[N:21]1. (2) The product is: [CH3:3][CH:2]([CH2:4][CH2:5][CH2:6][C@H:7]([C@@H:9]1[C@:27]2([CH3:28])[C@H:12]([C@H:13]3[C@H:24]([CH2:25][CH2:26]2)[C@:22]2([CH3:23])[C:16]([CH2:17][C@H:18]([CH2:20][CH2:21]2)[OH:19])=[CH:15][CH2:14]3)[CH2:11][CH2:10]1)[CH3:8])[CH3:1].[CH2:47]([NH:50][C:29]([CH2:30][CH2:38][CH2:37][S:39][S:40][C:24]1[CH:25]=[CH:26][CH:27]=[CH:28][N:56]=1)=[NH:32])[CH3:48]. Given the reactants [CH3:1][CH:2]([CH2:4][CH2:5][CH2:6][C@H:7]([C@@H:9]1[C@:27]2([CH3:28])[C@H:12]([C@H:13]3[C@H:24]([CH2:25][CH2:26]2)[C@:22]2([CH3:23])[C:16]([CH2:17][C@H:18]([CH2:20][CH2:21]2)[OH:19])=[CH:15][CH2:14]3)[CH2:11][CH2:10]1)[CH3:8])[CH3:3].[CH2:29]([NH2:32])[CH2:30]N.C1[CH:38]=[C:37]([S:39][S:40]C2N=CC=CC=2)N=CC=1.[CH:47]([N:50](C(C)C)CC)(C)[CH3:48].[NH:56]=C1CCCS1.CC(CCC[C@H]([C@@H]1[C@]2(C)[C@H]([C@H]3[C@H](CC2)[C@]2(C)C(C[C@H](CC2)O)=CC3)CC1)C)C.C(N)CN.C1C=C(SSC2N=CC=CC=2)N=CC=1, predict the reaction product. (3) Given the reactants [C:1]([CH:4]1[CH2:11][CH2:10][CH2:9][CH2:8]N[C:5]1=[O:6])(=[O:3])N.C(C1CCCCNC1=O)(=[O:14])N.C1(CC2C=CC=CC=2)C=CC=CC=1.[N-]=C=O.[N-]=C=O.C1(CC2C=CC=CC=2)C=CC=CC=1, predict the reaction product. The product is: [C:5]1([CH:4]=[CH:11][CH:10]=[C:9]([OH:14])[CH:8]=1)[OH:6].[CH2:1]=[O:3]. (4) Given the reactants [CH3:1][O:2][C:3](=[O:23])[C:4]1[CH:9]=[C:8]([CH:10]=O)[CH:7]=[C:6]([Br:12])[C:5]=1[O:13][CH2:14][C:15]1[CH:20]=[CH:19][CH:18]=[C:17]([O:21][CH3:22])[CH:16]=1.[CH3:24]/[C:25](/[NH2:29])=[CH:26]\[C:27]#[N:28].[CH2:30]([CH:33]1[CH2:38][C:37](=[O:39])[CH2:36][C:35](=O)[CH2:34]1)[CH2:31][CH3:32], predict the reaction product. The product is: [CH3:1][O:2][C:3](=[O:23])[C:4]1[CH:9]=[C:8]([CH:10]2[C:36]3[C:37](=[O:39])[CH2:38][CH:33]([CH2:30][CH2:31][CH3:32])[CH2:34][C:35]=3[NH:29][C:25]([CH3:24])=[C:26]2[C:27]#[N:28])[CH:7]=[C:6]([Br:12])[C:5]=1[O:13][CH2:14][C:15]1[CH:20]=[CH:19][CH:18]=[C:17]([O:21][CH3:22])[CH:16]=1. (5) Given the reactants [C:1]([C:5]([OH:7])=[O:6])([F:4])([F:3])[F:2].C([O:12][C:13](=[O:35])[C@H:14]([CH3:34])[NH:15][S:16]([C:19]1[CH:28]=[C:27]2[C:22]([C:23]([Cl:33])=[CH:24][N:25]=[C:26]2[NH:29][C:30]([NH2:32])=[NH:31])=[CH:21][CH:20]=1)(=[O:18])=[O:17])(C)(C)C, predict the reaction product. The product is: [F:2][C:1]([F:4])([F:3])[C:5]([OH:7])=[O:6].[Cl:33][C:23]1[C:22]2[C:27](=[CH:28][C:19]([S:16]([NH:15][C@H:14]([C:13]([OH:35])=[O:12])[CH3:34])(=[O:17])=[O:18])=[CH:20][CH:21]=2)[C:26]([NH:29][C:30]([NH2:32])=[NH:31])=[N:25][CH:24]=1. (6) Given the reactants Cl.[Cl:2][C:3]1[C:4]2[N:5]([CH:19]=[N:20][CH:21]=2)[C:6]([N:13]2[CH2:18][CH2:17][NH:16][CH2:15][CH2:14]2)=[C:7]([C:9]([O:11][CH3:12])=[O:10])[CH:8]=1.[Na].O.[C:24]([O:28][C:29](O[C:29]([O:28][C:24]([CH3:27])([CH3:26])[CH3:25])=[O:30])=[O:30])([CH3:27])([CH3:26])[CH3:25], predict the reaction product. The product is: [C:24]([O:28][C:29]([N:16]1[CH2:17][CH2:18][N:13]([C:6]2[N:5]3[CH:19]=[N:20][CH:21]=[C:4]3[C:3]([Cl:2])=[CH:8][C:7]=2[C:9]([O:11][CH3:12])=[O:10])[CH2:14][CH2:15]1)=[O:30])([CH3:27])([CH3:26])[CH3:25]. (7) Given the reactants [CH2:1]([N:3]([CH2:52][CH3:53])[CH2:4][CH2:5][O:6][C:7]1[C:12]([C:13]2[CH:14]=[N:15][C:16]([NH:28][C:29]([NH:31][CH2:32][CH3:33])=[O:30])=[CH:17][C:18]=2[C:19]2[S:20][CH:21]=[C:22]([C:24]([F:27])([F:26])[F:25])[N:23]=2)=[CH:11][C:10]([C:34]([NH:36][NH:37][C:38](=[O:51])[C@@H:39]([NH:43][C:44](=[O:50])[O:45][C:46]([CH3:49])([CH3:48])[CH3:47])[CH:40]([CH3:42])[CH3:41])=O)=[CH:9][N:8]=1)[CH3:2].C1(P(C2C=CC=CC=2)C2C=CC=CC=2)C=CC=CC=1.C(Cl)(Cl)(Cl)Cl, predict the reaction product. The product is: [CH2:1]([N:3]([CH2:52][CH3:53])[CH2:4][CH2:5][O:6][C:7]1[C:12]([C:13]2[CH:14]=[N:15][C:16]([NH:28][C:29]([NH:31][CH2:32][CH3:33])=[O:30])=[CH:17][C:18]=2[C:19]2[S:20][CH:21]=[C:22]([C:24]([F:25])([F:27])[F:26])[N:23]=2)=[CH:11][C:10]([C:34]2[O:51][C:38]([C@@H:39]([NH:43][C:44](=[O:50])[O:45][C:46]([CH3:47])([CH3:48])[CH3:49])[CH:40]([CH3:42])[CH3:41])=[N:37][N:36]=2)=[CH:9][N:8]=1)[CH3:2]. (8) Given the reactants C[O:2][C:3]([C:5]1[C:14]2[CH2:13][CH2:12][CH2:11][CH2:10][C:9]=2[CH:8]=[C:7](/[CH:15]=[CH:16]/[C:17]([OH:19])=[O:18])[C:6]=1[NH:20][S:21]([C:24]1[CH:29]=[CH:28][CH:27]=[CH:26][CH:25]=1)(=[O:23])=[O:22])=[O:4].[Li+].[OH-], predict the reaction product. The product is: [C:17](/[CH:16]=[CH:15]/[C:7]1[C:6]([NH:20][S:21]([C:24]2[CH:29]=[CH:28][CH:27]=[CH:26][CH:25]=2)(=[O:23])=[O:22])=[C:5]([C:3]([OH:4])=[O:2])[C:14]2[CH2:13][CH2:12][CH2:11][CH2:10][C:9]=2[CH:8]=1)([OH:19])=[O:18]. (9) Given the reactants [C:1](OCC)(OCC)(OCC)[CH2:2][CH3:3].[CH3:13][S:14]([CH2:17][CH2:18][O:19][CH2:20][CH2:21][NH:22][C:23]1[C:32]2[C:27](=[CH:28][CH:29]=[CH:30][CH:31]=2)[N:26]=[CH:25][C:24]=1[NH2:33])(=[O:16])=[O:15].Cl.N1C=CC=CC=1, predict the reaction product. The product is: [CH2:2]([C:3]1[N:22]([CH2:21][CH2:20][O:19][CH2:18][CH2:17][S:14]([CH3:13])(=[O:16])=[O:15])[C:23]2[C:32]3[CH:31]=[CH:30][CH:29]=[CH:28][C:27]=3[N:26]=[CH:25][C:24]=2[N:33]=1)[CH3:1].